From a dataset of Forward reaction prediction with 1.9M reactions from USPTO patents (1976-2016). Predict the product of the given reaction. Given the reactants [CH:1]([C:4]1[CH:9]=[CH:8][CH:7]=[CH:6][C:5]=1[OH:10])([CH3:3])[CH3:2].[C:11](Cl)(=[O:14])[CH2:12][CH3:13], predict the reaction product. The product is: [OH:10][C:5]1[CH:6]=[CH:7][C:8]([C:11](=[O:14])[CH2:12][CH3:13])=[CH:9][C:4]=1[CH:1]([CH3:3])[CH3:2].